This data is from Forward reaction prediction with 1.9M reactions from USPTO patents (1976-2016). The task is: Predict the product of the given reaction. (1) Given the reactants C([O:4][C:5]1[C:10]([O:11][CH3:12])=[CH:9][C:8]([C:13]#[N:14])=[C:7](Br)[C:6]=1[C:16]#[N:17])(=O)C.[SH:18][C:19]1[CH:27]=[CH:26][C:22]([C:23]([OH:25])=[O:24])=[CH:21][CH:20]=1.C(Cl)Cl.O, predict the reaction product. The product is: [C:16]([C:6]1[C:5]([OH:4])=[C:10]([O:11][CH3:12])[CH:9]=[C:8]([C:13]#[N:14])[C:7]=1[S:18][C:19]1[CH:27]=[CH:26][C:22]([C:23]([OH:25])=[O:24])=[CH:21][CH:20]=1)#[N:17]. (2) Given the reactants C([O:3][C:4]([C:6]1[CH2:10][C:9]2([CH2:15][CH2:14][O:13][CH2:12][CH2:11]2)[O:8][N:7]=1)=[O:5])C.O.[Li+].[OH-], predict the reaction product. The product is: [O:8]1[C:9]2([CH2:15][CH2:14][O:13][CH2:12][CH2:11]2)[CH2:10][C:6]([C:4]([OH:5])=[O:3])=[N:7]1. (3) Given the reactants [Cl:1][C:2]1[CH:7]=[CH:6][C:5]([S:8]([NH:11][C@@H:12]([CH2:17][OH:18])[C:13]([O:15][CH3:16])=[O:14])(=[O:10])=[O:9])=[CH:4][CH:3]=1.[C:19]([O-])([O-])=O.[K+].[K+].IC, predict the reaction product. The product is: [Cl:1][C:2]1[CH:3]=[CH:4][C:5]([S:8]([N:11]([CH3:19])[C@@H:12]([CH2:17][OH:18])[C:13]([O:15][CH3:16])=[O:14])(=[O:9])=[O:10])=[CH:6][CH:7]=1. (4) Given the reactants [C:1]([O:5][C:6]([N:8]1[CH2:12][CH2:11][CH:10]([C:13]([OH:15])=O)[CH2:9]1)=[O:7])([CH3:4])([CH3:3])[CH3:2].CC[N:18]([CH:22]([CH3:24])[CH3:23])C(C)C.CN(C(ON1N=NC2C=CC=NC1=2)=[N+](C)C)C.F[P-](F)(F)(F)(F)F.C1(N)CC1, predict the reaction product. The product is: [CH:22]1([NH:18][C:13]([CH:10]2[CH2:11][CH2:12][N:8]([C:6]([O:5][C:1]([CH3:2])([CH3:3])[CH3:4])=[O:7])[CH2:9]2)=[O:15])[CH2:24][CH2:23]1. (5) Given the reactants Cl.[N:2]1[CH:7]=CC=C(/C=C/C(O)=O)[CH:3]=1.[C:13]([O-])([CH3:16])(C)[CH3:14].[K+].[O:19]1C[CH2:22][CH2:21][CH2:20]1, predict the reaction product. The product is: [CH3:3][N:2]([CH3:7])[C:13]1([CH2:22][CH2:21][CH2:20][OH:19])[CH2:14][CH2:16]1. (6) The product is: [C:32]([N:36]1[C:6]2[CH:7]=[CH:8][C:9]3([CH2:10][CH2:11][N:12]([C:15]([O:17][CH2:18][C:19]4[CH:20]=[CH:21][CH:22]=[CH:23][CH:24]=4)=[O:16])[CH2:13][CH2:14]3)[CH2:25][C:5]=2[CH:4]=[N:37]1)([CH3:35])([CH3:34])[CH3:33]. Given the reactants CN([CH:4]=[C:5]1[CH2:25][C:9]2([CH2:14][CH2:13][N:12]([C:15]([O:17][CH2:18][C:19]3[CH:24]=[CH:23][CH:22]=[CH:21][CH:20]=3)=[O:16])[CH2:11][CH2:10]2)[CH:8]=[CH:7][C:6]1=O)C.C(O)(=O)C.Cl.[C:32]([NH:36][NH2:37])([CH3:35])([CH3:34])[CH3:33], predict the reaction product. (7) Given the reactants [CH3:1][C:2]([C@H:4]1[C@@H:8]2[C@@H:9]3[C@@:22]([CH3:25])([CH2:23][CH2:24][C@@:7]2([CH2:31][OH:32])[CH2:6][CH2:5]1)[C@@:21]1([CH3:26])[C@@H:12]([C@:13]2([CH3:30])[C@@H:18]([CH2:19][CH2:20]1)[C:17]([CH3:28])([CH3:27])[C@@H:16]([OH:29])[CH2:15][CH2:14]2)[CH2:11][CH2:10]3)=[CH2:3].[C:33]([OH:38])(=[O:37])[C@H:34]([CH3:36])[OH:35].[C:39]([OH:47])(=[O:46])[C:40]([CH2:42][C:43]([OH:45])=[O:44])=[CH2:41].[Sn+2], predict the reaction product. The product is: [C:33]([OH:38])(=[O:37])[CH:34]([CH3:36])[OH:35].[C:39]([OH:47])(=[O:46])[C:40]([CH2:42][C:43]([OH:45])=[O:44])=[CH2:41].[CH3:3][C:2]([C@H:4]1[C@@H:8]2[C@@H:9]3[C@@:22]([CH3:25])([CH2:23][CH2:24][C@@:7]2([CH2:31][OH:32])[CH2:6][CH2:5]1)[C@@:21]1([CH3:26])[C@@H:12]([C@:13]2([CH3:30])[C@@H:18]([CH2:19][CH2:20]1)[C:17]([CH3:28])([CH3:27])[C@@H:16]([OH:29])[CH2:15][CH2:14]2)[CH2:11][CH2:10]3)=[CH2:1].